Task: Predict the reaction yield, written as a fraction of the theoretical maximum amount of product (1.0 means a 100% yield; for example, 0.34 means a 34% yield).. Dataset: Reaction yield outcomes from USPTO patents with 853,638 reactions (1) The product is [CH:23]([C:22]1[CH:21]=[C:20]([CH:27]=[CH:26][CH:25]=1)[O:19][CH2:2][C:3]1[CH:12]=[CH:11][C:6]([C:7]([O:9][CH3:10])=[O:8])=[CH:5][CH:4]=1)=[O:24]. The reactants are Br[CH2:2][C:3]1[CH:12]=[CH:11][C:6]([C:7]([O:9][CH3:10])=[O:8])=[CH:5][CH:4]=1.C([O-])([O-])=O.[K+].[K+].[OH:19][C:20]1[CH:21]=[C:22]([CH:25]=[CH:26][CH:27]=1)[CH:23]=[O:24]. The catalyst is CC(C)=O. The yield is 0.280. (2) The reactants are [C:1]([C:5]1[CH:6]=[C:7](B(O)O)[CH:8]=[CH:9][CH:10]=1)([CH3:4])([CH3:3])[CH3:2].Br[C:15]1[CH:21]=[C:20]([C:22]([CH3:25])([CH3:24])[CH3:23])[CH:19]=[CH:18][C:16]=1[NH2:17].C1(P(C2C=CC=CC=2)C2C=CC=CC=2)C=CC=CC=1.C(=O)([O-])[O-].[K+].[K+]. The catalyst is COCCOC.C([O-])(=O)C.[Pd+2].C([O-])(=O)C. The product is [NH2:17][C:16]1[CH:18]=[CH:19][C:20]([C:22]([CH3:25])([CH3:24])[CH3:23])=[CH:21][C:15]=1[C:9]1[CH:8]=[CH:7][CH:6]=[C:5]([C:1]([CH3:4])([CH3:3])[CH3:2])[CH:10]=1. The yield is 0.570. (3) The reactants are O[C:2]1[C:11]2[C:6](=[N:7][CH:8]=[CH:9][CH:10]=2)[N:5]([C:12]2[CH:17]=[CH:16][CH:15]=[CH:14][CH:13]=2)[C:4](=[O:18])[C:3]=1[C:19](=O)[CH2:20][CH2:21][C:22]1[CH:27]=[CH:26][CH:25]=[C:24]([C:28]#[N:29])[CH:23]=1.O.[NH2:32][NH2:33]. The catalyst is CN(C=O)C. The product is [C:28]([C:24]1[CH:23]=[C:22]([CH2:21][CH2:20][C:19]2[C:3]3[C:4](=[O:18])[N:5]([C:12]4[CH:17]=[CH:16][CH:15]=[CH:14][CH:13]=4)[C:6]4[N:7]=[CH:8][CH:9]=[CH:10][C:11]=4[C:2]=3[NH:33][N:32]=2)[CH:27]=[CH:26][CH:25]=1)#[N:29]. The yield is 0.930. (4) The reactants are Br[C:2]1[CH:3]=[CH:4][CH:5]=[C:6]2[C:11]=1[N:10]=[C:9]([C:12]([F:21])([F:20])[C:13]1[CH:18]=[CH:17][C:16]([F:19])=[CH:15][N:14]=1)[N:8]=[C:7]2SC.[CH3:24][S:25]([O-:27])=[O:26].[Na+].CN(C)CCN.CS(C)=[O:37]. No catalyst specified. The product is [F:20][C:12]([F:21])([C:13]1[CH:18]=[CH:17][C:16]([F:19])=[CH:15][N:14]=1)[C:9]1[N:8]=[C:7]([OH:37])[C:6]2[C:11](=[C:2]([S:25]([CH3:24])(=[O:27])=[O:26])[CH:3]=[CH:4][CH:5]=2)[N:10]=1. The yield is 0.270. (5) The catalyst is CO. The product is [NH2:5][C:27]1([C:6]#[N:7])[CH2:28][CH2:29][N:24]([S:21](/[CH:20]=[CH:19]/[C:11]2[C:10]([CH3:9])=[CH:15][C:14]([NH:16][CH3:17])=[CH:13][C:12]=2[CH3:18])(=[O:23])=[O:22])[CH2:25][CH2:26]1. The yield is 0.890. The reactants are C([O-])(=O)C.[NH4+:5].[C-:6]#[N:7].[K+].[CH3:9][C:10]1[CH:15]=[C:14]([NH:16][CH3:17])[CH:13]=[C:12]([CH3:18])[C:11]=1/[CH:19]=[CH:20]/[S:21]([N:24]1[CH2:29][CH2:28][C:27](=O)[CH2:26][CH2:25]1)(=[O:23])=[O:22].C([O-])(O)=O.[Na+]. (6) The reactants are CCN(C(C)C)C(C)C.[N:10]1[CH:15]=[CH:14][N:13]=[CH:12][C:11]=1[C:16]([OH:18])=O.C1C=CC2N(O)N=NC=2C=1.CCN=C=NCCCN(C)C.FC(F)(F)C(O)=O.[NH2:47][CH2:48][C:49]([N:51]1[CH2:56][CH2:55][N:54]([C:57](=[O:68])[C:58]2[CH:63]=[CH:62][CH:61]=[CH:60][C:59]=2[C:64]([F:67])([F:66])[F:65])[CH2:53][CH2:52]1)=[O:50]. The catalyst is CN(C=O)C.O. The yield is 0.329. The product is [O:50]=[C:49]([N:51]1[CH2:52][CH2:53][N:54]([C:57](=[O:68])[C:58]2[CH:63]=[CH:62][CH:61]=[CH:60][C:59]=2[C:64]([F:67])([F:66])[F:65])[CH2:55][CH2:56]1)[CH2:48][NH:47][C:16]([C:11]1[CH:12]=[N:13][CH:14]=[CH:15][N:10]=1)=[O:18]. (7) The reactants are [OH:1][CH:2]1[CH2:5][CH:4]([NH:6][C:7](=[O:9])[OH:8])[CH2:3]1.[C:10](Cl)(=[O:17])[C:11]1[CH:16]=[CH:15][CH:14]=[CH:13][CH:12]=1. The catalyst is N1C=CC=CC=1. The product is [C:11]([O:9][C:7]([NH:6][CH:4]1[CH2:5][CH:2]([O:1][C:10](=[O:17])[C:11]2[CH:16]=[CH:15][CH:14]=[CH:13][CH:12]=2)[CH2:3]1)=[O:8])([CH3:16])([CH3:12])[CH3:10]. The yield is 0.940. (8) The reactants are [F:1][C:2]1[CH:21]=[C:20]([N+:22]([O-])=O)[CH:19]=[CH:18][C:3]=1[O:4][C:5]1[CH:10]=[CH:9][N:8]=[C:7]2[NH:11][CH:12]=[C:13]([C:14]([O:16][CH3:17])=[O:15])[C:6]=12.CO.C1COCC1.[Cl-].[NH4+]. The catalyst is CCOC(C)=O.[Zn]. The product is [NH2:22][C:20]1[CH:19]=[CH:18][C:3]([O:4][C:5]2[CH:10]=[CH:9][N:8]=[C:7]3[NH:11][CH:12]=[C:13]([C:14]([O:16][CH3:17])=[O:15])[C:6]=23)=[C:2]([F:1])[CH:21]=1. The yield is 1.00.